From a dataset of Reaction yield outcomes from USPTO patents with 853,638 reactions. Predict the reaction yield, written as a fraction of the theoretical maximum amount of product (1.0 means a 100% yield; for example, 0.34 means a 34% yield). (1) The reactants are [C:1]1([C:40]2[CH:45]=[CH:44][CH:43]=[CH:42][CH:41]=2)[CH:6]=[CH:5][C:4]([C:7]2[N:12]=[C:11]([C:13]3[CH:18]=[CH:17][C:16]([C:19]4[CH:24]=[CH:23][CH:22]=[CH:21][CH:20]=4)=[CH:15][CH:14]=3)[N:10]=[C:9]([C:25]3[CH:30]=[CH:29][C:28](B4OC(C)(C)C(C)(C)O4)=[CH:27][CH:26]=3)[N:8]=2)=[CH:3][CH:2]=1.Cl[C:47]1[N:52]=[C:51]([CH3:53])[CH:50]=[C:49]([CH3:54])[N:48]=1.P([O-])([O-])([O-])=O.[K+].[K+].[K+]. The catalyst is O1CCOCC1.O.[Pd].C1(P(C2C=CC=CC=2)C2C=CC=CC=2)C=CC=CC=1.C1(P(C2C=CC=CC=2)C2C=CC=CC=2)C=CC=CC=1.C1(P(C2C=CC=CC=2)C2C=CC=CC=2)C=CC=CC=1.C1(P(C2C=CC=CC=2)C2C=CC=CC=2)C=CC=CC=1. The product is [C:1]1([C:40]2[CH:41]=[CH:42][CH:43]=[CH:44][CH:45]=2)[CH:6]=[CH:5][C:4]([C:7]2[N:12]=[C:11]([C:13]3[CH:18]=[CH:17][C:16]([C:19]4[CH:24]=[CH:23][CH:22]=[CH:21][CH:20]=4)=[CH:15][CH:14]=3)[N:10]=[C:9]([C:25]3[CH:30]=[CH:29][C:28]([C:47]4[N:52]=[C:51]([CH3:53])[CH:50]=[C:49]([CH3:54])[N:48]=4)=[CH:27][CH:26]=3)[N:8]=2)=[CH:3][CH:2]=1. The yield is 0.740. (2) The reactants are [NH2:1][C:2]1[C:11]2[C:6](=[C:7](Br)[CH:8]=[CH:9][CH:10]=2)[N:5]=[N:4][C:3]=1[C:13]([NH:15][CH2:16][CH2:17][CH3:18])=[O:14].[F:19][C:20]1[CH:25]=[C:24]([O:26][CH3:27])[C:23]([F:28])=[CH:22][C:21]=1B(O)O. No catalyst specified. The product is [NH2:1][C:2]1[C:11]2[C:6](=[C:7]([C:21]3[CH:22]=[C:23]([F:28])[C:24]([O:26][CH3:27])=[CH:25][C:20]=3[F:19])[CH:8]=[CH:9][CH:10]=2)[N:5]=[N:4][C:3]=1[C:13]([NH:15][CH2:16][CH2:17][CH3:18])=[O:14]. The yield is 0.670. (3) The reactants are Cl.[F:2][C:3]1[CH:4]=[C:5]([N:17]2[C:25]3[C:20](=[CH:21][CH:22]=[CH:23][CH:24]=3)[CH:19]=[C:18]2[CH3:26])[CH:6]=[CH:7][C:8]=1[C:9]([N:11]1[CH2:16][CH2:15][NH:14][CH2:13][CH2:12]1)=[O:10].[C:27]([O:31][C:32]([NH:34][C:35]1([C:38](O)=[O:39])[CH2:37][CH2:36]1)=[O:33])([CH3:30])([CH3:29])[CH3:28].CN(C(ON1N=NC2C=CC=CC1=2)=[N+](C)C)C.F[P-](F)(F)(F)(F)F.CCN(C(C)C)C(C)C. The catalyst is CC(=O)OCC.CN(C)C=O. The product is [F:2][C:3]1[CH:4]=[C:5]([N:17]2[C:25]3[C:20](=[CH:21][CH:22]=[CH:23][CH:24]=3)[CH:19]=[C:18]2[CH3:26])[CH:6]=[CH:7][C:8]=1[C:9]([N:11]1[CH2:16][CH2:15][N:14]([C:38]([C:35]2([NH:34][C:32](=[O:33])[O:31][C:27]([CH3:29])([CH3:28])[CH3:30])[CH2:37][CH2:36]2)=[O:39])[CH2:13][CH2:12]1)=[O:10]. The yield is 0.360.